Dataset: Forward reaction prediction with 1.9M reactions from USPTO patents (1976-2016). Task: Predict the product of the given reaction. (1) Given the reactants [C:1]([O:5][C:6]([N:8]1[CH2:13][CH2:12][NH:11][C:10](C)([C:14]([OH:16])=[O:15])[CH2:9]1)=[O:7])([CH3:4])([CH3:3])[CH3:2].Br[C:19]1[CH:24]=[CH:23][C:22]([C:25]([F:28])([F:27])[F:26])=[CH:21][N:20]=1.[Cl-].[CH:30](C1C=CC=C(C(C)C)C=1[N+]1C=CN(C2C(C(C)C)=CC=CC=2C(C)C)C=1)(C)C.CC(C)([O-])C.[Na+], predict the reaction product. The product is: [CH3:30][O:16][C:14]([CH:10]1[N:11]([C:19]2[CH:24]=[CH:23][C:22]([C:25]([F:28])([F:27])[F:26])=[CH:21][N:20]=2)[CH2:12][CH2:13][N:8]([C:6]([O:5][C:1]([CH3:2])([CH3:3])[CH3:4])=[O:7])[CH2:9]1)=[O:15]. (2) Given the reactants Br[C:2]1[N:3]=[CH:4][C:5]([N:9]2[CH2:14][CH2:13][C:12]([NH:18][CH2:19][CH3:20])([C:15]([NH2:17])=[O:16])[CH2:11][CH2:10]2)=[N:6][C:7]=1[Cl:8].[Cl:21][C:22]1[CH:27]=[CH:26][C:25](B(O)O)=[CH:24][CH:23]=1.C([O-])([O-])=O.[Na+].[Na+].O, predict the reaction product. The product is: [Cl:8][C:7]1[N:6]=[C:5]([N:9]2[CH2:14][CH2:13][C:12]([NH:18][CH2:19][CH3:20])([C:15]([NH2:17])=[O:16])[CH2:11][CH2:10]2)[CH:4]=[N:3][C:2]=1[C:25]1[CH:26]=[CH:27][C:22]([Cl:21])=[CH:23][CH:24]=1. (3) Given the reactants [CH2:1]([O:8][C:9]([N:11]1[CH2:15][C@H:14]([O:16][C:17]([CH3:20])([CH3:19])[CH3:18])[CH2:13][C@H:12]1[CH2:21]O)=[O:10])[C:2]1[CH:7]=[CH:6][CH:5]=[CH:4][CH:3]=1.[C:23]1(=[O:33])[NH:27][C:26](=[O:28])[C:25]2=[CH:29][CH:30]=[CH:31][CH:32]=[C:24]12.C1(P(C2C=CC=CC=2)C2C=CC=CC=2)C=CC=CC=1.CCOC(/N=N/C(OCC)=O)=O, predict the reaction product. The product is: [CH2:1]([O:8][C:9]([N:11]1[CH2:15][C@H:14]([O:16][C:17]([CH3:18])([CH3:19])[CH3:20])[CH2:13][C@H:12]1[CH2:21][N:27]1[C:23](=[O:33])[C:24]2[C:25](=[CH:29][CH:30]=[CH:31][CH:32]=2)[C:26]1=[O:28])=[O:10])[C:2]1[CH:3]=[CH:4][CH:5]=[CH:6][CH:7]=1. (4) Given the reactants Cl[C:2]1[CH:24]=[C:23](Cl)[CH:22]=[CH:21][C:3]=1[CH2:4][NH:5][C:6]([C:8]1[C:9](=[O:20])[NH:10][N:11]=[C:12]([C:14]2[CH:19]=[CH:18][N:17]=[CH:16][CH:15]=2)[CH:13]=1)=[O:7].O=C1C(C(O)=O)=CC(C2C=CN=CC=2)=NN1.C(Cl)(=O)C(Cl)=O.[F:48][C:49]([F:59])([F:58])C1C=CC(CN)=CC=1, predict the reaction product. The product is: [O:20]=[C:9]1[C:8]([C:6]([NH:5][CH2:4][C:3]2[CH:21]=[CH:22][C:23]([C:49]([F:59])([F:58])[F:48])=[CH:24][CH:2]=2)=[O:7])=[CH:13][C:12]([C:14]2[CH:19]=[CH:18][N:17]=[CH:16][CH:15]=2)=[N:11][NH:10]1. (5) The product is: [Br:1][C:2]1[CH:3]=[C:4]([CH2:5][S:6]([CH2:7][C@@H:8]([CH3:12])[C:9]([OH:11])=[O:10])(=[O:17])=[O:23])[CH:13]=[C:14]([CH3:16])[CH:15]=1. Given the reactants [Br:1][C:2]1[CH:3]=[C:4]([CH:13]=[C:14]([CH3:16])[CH:15]=1)[CH2:5][S:6][CH2:7][C@@H:8]([CH3:12])[C:9]([OH:11])=[O:10].[OH:17]OS([O-])=O.[K+].[OH2:23], predict the reaction product. (6) Given the reactants [CH:1]1([N:4]([CH2:29][C:30]2[CH:35]=[C:34]([CH2:36][CH2:37][CH2:38][O:39][CH3:40])[CH:33]=[C:32]([O:41][CH2:42][CH2:43][O:44][CH3:45])[CH:31]=2)[C:5]([C@@H:7]2[C@:12]([C:14]3[CH:19]=[CH:18][C:17]([F:20])=[C:16]([F:21])[CH:15]=3)([OH:13])[CH2:11][CH2:10][N:9]([C:22]([O:24][C:25]([CH3:28])([CH3:27])[CH3:26])=[O:23])[CH2:8]2)=[O:6])[CH2:3][CH2:2]1.[H-].[Na+].[F:48][C:49]1[CH:56]=[CH:55][C:52]([CH2:53]Br)=[CH:51][CH:50]=1, predict the reaction product. The product is: [CH:1]1([N:4]([CH2:29][C:30]2[CH:35]=[C:34]([CH2:36][CH2:37][CH2:38][O:39][CH3:40])[CH:33]=[C:32]([O:41][CH2:42][CH2:43][O:44][CH3:45])[CH:31]=2)[C:5]([C@@H:7]2[C@:12]([C:14]3[CH:19]=[CH:18][C:17]([F:20])=[C:16]([F:21])[CH:15]=3)([O:13][CH2:53][C:52]3[CH:55]=[CH:56][C:49]([F:48])=[CH:50][CH:51]=3)[CH2:11][CH2:10][N:9]([C:22]([O:24][C:25]([CH3:28])([CH3:27])[CH3:26])=[O:23])[CH2:8]2)=[O:6])[CH2:3][CH2:2]1. (7) Given the reactants [I:1]I.[Sn](Cl)(Cl)(Cl)Cl.ClCCl.[CH2:11]([C:14]1[CH:19]=[CH:18][CH:17]=[CH:16][C:15]=1[OH:20])[CH:12]=[CH2:13].[OH-].[Na+].S([O-])([O-])(=O)=S.[Na+].[Na+], predict the reaction product. The product is: [I:1][CH2:13][CH:12]1[CH2:11][C:14]2[CH:19]=[CH:18][CH:17]=[CH:16][C:15]=2[O:20]1. (8) Given the reactants [F:1][C:2]1[C:7]2[N:8]=[C:9]([NH2:11])[S:10][C:6]=2[CH:5]=[C:4]([F:12])[CH:3]=1.C(N(C(C)C)CC)(C)C.[C:22]1([CH3:31])[CH:27]=[CH:26][C:25]([C:28](Cl)=[O:29])=[CH:24][CH:23]=1, predict the reaction product. The product is: [F:1][C:2]1[C:7]2[N:8]=[C:9]([NH:11][C:28](=[O:29])[C:25]3[CH:26]=[CH:27][C:22]([CH3:31])=[CH:23][CH:24]=3)[S:10][C:6]=2[CH:5]=[C:4]([F:12])[CH:3]=1.